This data is from Full USPTO retrosynthesis dataset with 1.9M reactions from patents (1976-2016). The task is: Predict the reactants needed to synthesize the given product. (1) The reactants are: [Br:1][C:2]1[CH:7]=[CH:6][C:5]([C:8]([F:13])([F:12])[C:9]([OH:11])=O)=[CH:4][CH:3]=1.P(Cl)(Cl)(Cl)=O.Cl.[NH2:20][CH2:21][C:22]1[CH:23]=[C:24]2[C:28](=[CH:29][CH:30]=1)[C:27](=[O:31])[N:26]([CH:32]1[CH2:37][CH2:36][C:35](=[O:38])[NH:34][C:33]1=[O:39])[CH2:25]2.C(=O)(O)[O-].[Na+]. Given the product [Br:1][C:2]1[CH:3]=[CH:4][C:5]([C:8]([F:13])([F:12])[C:9]([NH:20][CH2:21][C:22]2[CH:23]=[C:24]3[C:28](=[CH:29][CH:30]=2)[C:27](=[O:31])[N:26]([CH:32]2[CH2:37][CH2:36][C:35](=[O:38])[NH:34][C:33]2=[O:39])[CH2:25]3)=[O:11])=[CH:6][CH:7]=1, predict the reactants needed to synthesize it. (2) Given the product [OH:28][NH:29][C:3]([C:5]1[CH:14]=[CH:13][C:12]2[CH2:11][CH2:10][CH:9]([NH:15][S:24]([C:18]3[CH:19]=[CH:20][C:21]([F:23])=[CH:22][C:17]=3[F:16])(=[O:26])=[O:25])[CH2:8][C:7]=2[CH:6]=1)=[O:4], predict the reactants needed to synthesize it. The reactants are: CO[C:3]([C:5]1[CH:14]=[CH:13][C:12]2[CH2:11][CH2:10][CH:9]([NH2:15])[CH2:8][C:7]=2[CH:6]=1)=[O:4].[F:16][C:17]1[CH:22]=[C:21]([F:23])[CH:20]=[CH:19][C:18]=1[S:24](Cl)(=[O:26])=[O:25].[OH:28][NH2:29].[OH-].[K+]. (3) Given the product [CH2:70]([O:77][C:78]1[C:79]([C:85]([O:87][CH3:88])=[O:86])=[N:80][C:81]([C:52]2[C:53]([N:55]([CH3:60])[S:56]([CH3:59])(=[O:58])=[O:57])=[CH:54][C:44]3[O:43][C:42]([C:39]4[CH:38]=[CH:37][C:36]([F:35])=[CH:41][CH:40]=4)=[C:46]([C:47](=[O:48])[NH:49][CH3:50])[C:45]=3[CH:51]=2)=[CH:82][CH:83]=1)[C:71]1[CH:72]=[CH:73][CH:74]=[CH:75][CH:76]=1, predict the reactants needed to synthesize it. The reactants are: CC(C1C=C(C(C)C)C(C2C=CC=CC=2P(C2CCCCC2)C2CCCCC2)=C(C(C)C)C=1)C.[F:35][C:36]1[CH:41]=[CH:40][C:39]([C:42]2[O:43][C:44]3[CH:54]=[C:53]([N:55]([CH3:60])[S:56]([CH3:59])(=[O:58])=[O:57])[C:52](B4OC(C)(C)C(C)(C)O4)=[CH:51][C:45]=3[C:46]=2[C:47]([NH:49][CH3:50])=[O:48])=[CH:38][CH:37]=1.[CH2:70]([O:77][C:78]1[C:79]([C:85]([O:87][CH3:88])=[O:86])=[N:80][C:81](Br)=[CH:82][CH:83]=1)[C:71]1[CH:76]=[CH:75][CH:74]=[CH:73][CH:72]=1. (4) Given the product [F:1][C:2]1[CH:9]=[C:8]([N:10]2[CH2:15][CH2:14][CH2:13][C:12](=[O:16])[CH2:11]2)[CH:7]=[CH:6][C:3]=1[C:4]#[N:5], predict the reactants needed to synthesize it. The reactants are: [F:1][C:2]1[CH:9]=[C:8]([N:10]2[CH2:15][CH2:14][CH2:13][CH:12]([OH:16])[CH2:11]2)[CH:7]=[CH:6][C:3]=1[C:4]#[N:5].CC(OI1(OC(C)=O)(OC(C)=O)OC(=O)C2C=CC=CC1=2)=O. (5) The reactants are: [NH2:1][C:2]1[C:7]([C:8]#[C:9][Si:10]([CH3:13])([CH3:12])[CH3:11])=[CH:6][N:5]=[C:4](C#N)[CH:3]=1.IC1C(N)=CC([NH:23][C:24]([CH3:31])([CH2:26][C:27]([CH3:30])([CH3:29])[CH3:28])[CH3:25])=NC=1. Given the product [CH3:25][C:24]([NH:23][C:4]1[CH:3]=[C:2]([NH2:1])[C:7]([C:8]#[C:9][Si:10]([CH3:11])([CH3:12])[CH3:13])=[CH:6][N:5]=1)([CH2:26][C:27]([CH3:30])([CH3:29])[CH3:28])[CH3:31], predict the reactants needed to synthesize it. (6) Given the product [NH2:7][C:5](=[N:6][C:67]([O:66][CH2:63][CH2:62][CH2:61][CH3:60])=[O:68])[C:8]1[CH:9]=[CH:10][C:11]([NH:14][C@@H:15]([C:32]2[N:36]=[C:35]([O:37][CH2:38][O:39][C:40]([O:42][CH:43]([CH3:45])[CH3:44])=[O:41])[N:34]([C:46]3[N:47]=[CH:48][CH:49]=[CH:50][N:51]=3)[N:33]=2)[C:16]2[C:17]([F:31])=[C:18]([CH:26]=[C:27]([O:29][CH3:30])[CH:28]=2)[O:19][CH2:20][CH2:21][O:22][C:23](=[O:25])[CH3:24])=[CH:12][CH:13]=1, predict the reactants needed to synthesize it. The reactants are: C(O)(=O)C.[C:5]([C:8]1[CH:13]=[CH:12][C:11]([NH:14][C@@H:15]([C:32]2[N:36]=[C:35]([O:37][CH2:38][O:39][C:40]([O:42][CH:43]([CH3:45])[CH3:44])=[O:41])[N:34]([C:46]3[N:51]=[CH:50][CH:49]=[CH:48][N:47]=3)[N:33]=2)[C:16]2[C:17]([F:31])=[C:18]([CH:26]=[C:27]([O:29][CH3:30])[CH:28]=2)[O:19][CH2:20][CH2:21][O:22][C:23](=[O:25])[CH3:24])=[CH:10][CH:9]=1)(=[NH:7])[NH2:6].CN(C=O)C.[N+]([C:60]1C=C[C:63]([O:66][C:67](=O)[O:68]CCCC)=[CH:62][CH:61]=1)([O-])=O.C(N(CC)CC)C. (7) Given the product [NH2:17][CH:4]([CH2:3][CH:2]([CH3:12])[CH3:1])[CH2:5][C:6]([O:8][CH2:9][CH3:10])=[O:7], predict the reactants needed to synthesize it. The reactants are: [CH3:1][CH:2]([CH3:12])[CH2:3][C:4](=O)[CH2:5][C:6]([O:8][CH2:9][CH3:10])=[O:7].C([O-])(=O)C.[NH4+:17]. (8) Given the product [F:1][C:2]1[C:7]([N:8]2[C:12]([S:33][C:29]3[CH:30]=[CH:31][CH:32]=[C:27]([CH3:26])[CH:28]=3)=[CH:11][C:10]([C:21]([O:23][CH2:24][CH3:25])=[O:22])=[N:9]2)=[CH:6][CH:5]=[CH:4][N:3]=1, predict the reactants needed to synthesize it. The reactants are: [F:1][C:2]1[C:7]([N:8]2[C:12](OS(C(F)(F)F)(=O)=O)=[CH:11][C:10]([C:21]([O:23][CH2:24][CH3:25])=[O:22])=[N:9]2)=[CH:6][CH:5]=[CH:4][N:3]=1.[CH3:26][C:27]1[CH:28]=[C:29]([SH:33])[CH:30]=[CH:31][CH:32]=1.C(=O)([O-])[O-].[Na+].[Na+].C1(P(C2C=CC=CC=2)C2C3OC4C(=CC=CC=4P(C4C=CC=CC=4)C4C=CC=CC=4)C(C)(C)C=3C=CC=2)C=CC=CC=1. (9) Given the product [CH3:1][C:2]1[CH:7]=[CH:6][C:5]([O:8][C:9]2[CH:10]=[CH:11][CH:12]=[CH:13][CH:14]=2)=[CH:4][N+:3]=1[O-:16], predict the reactants needed to synthesize it. The reactants are: [CH3:1][C:2]1[CH:7]=[CH:6][C:5]([O:8][C:9]2[CH:14]=[CH:13][CH:12]=[CH:11][CH:10]=2)=[CH:4][N:3]=1.S([O-])([O-])=[O:16].[Na+].[Na+]. (10) Given the product [Cl:9][C:10]1[CH:15]=[CH:14][CH:13]=[C:12]([Cl:16])[C:11]=1[C@@H:17]1[CH2:2][C@H:18]1[C:19](=[O:21])[CH3:20], predict the reactants needed to synthesize it. The reactants are: [I-].[CH3:2][S+](C)(C)=O.[OH-].[Na+].[Cl:9][C:10]1[CH:15]=[CH:14][CH:13]=[C:12]([Cl:16])[C:11]=1[CH:17]=[CH:18][C:19](=[O:21])[CH3:20].